From a dataset of Catalyst prediction with 721,799 reactions and 888 catalyst types from USPTO. Predict which catalyst facilitates the given reaction. (1) Reactant: Cl[CH:2]([C:6](=O)[CH3:7])[C:3](=O)[CH3:4].[Cl:9][C:10]1[CH:11]=[C:12]([OH:17])[CH:13]=[C:14]([Cl:16])[CH:15]=1.C(=O)([O-])[O-].[Cs+].[Cs+].O.[NH2:25][NH2:26]. Product: [Cl:9][C:10]1[CH:11]=[C:12]([CH:13]=[C:14]([Cl:16])[CH:15]=1)[O:17][C:2]1[C:6]([CH3:7])=[N:25][NH:26][C:3]=1[CH3:4]. The catalyst class is: 21. (2) Reactant: C[O:2][C:3](=[O:16])[C:4]1[CH:9]=[CH:8][CH:7]=[C:6]([N:10]2[CH2:15][CH2:14][O:13][CH2:12][CH2:11]2)[CH:5]=1.[OH-].[Li+]. Product: [N:10]1([C:6]2[CH:5]=[C:4]([CH:9]=[CH:8][CH:7]=2)[C:3]([OH:16])=[O:2])[CH2:11][CH2:12][O:13][CH2:14][CH2:15]1. The catalyst class is: 38. (3) Reactant: [F:1][C:2]1[CH:3]=[CH:4][C:5]2[O:10][CH2:9][CH:8]3[CH:11]([C:14]4[CH:19]=[CH:18][CH:17]=[CH:16][CH:15]=4)[CH:12]=[N:13][N:7]3[C:6]=2[CH:20]=1.CC[C:23]([O-:25])=[O:24].Cl.[OH-].[Na+]. Product: [F:1][C:2]1[CH:3]=[CH:4][C:5]2[O:10][CH2:9][CH:8]3[CH:11]([C:14]4[CH:19]=[CH:18][CH:17]=[CH:16][CH:15]=4)[C:12]([C:23]([OH:25])=[O:24])=[N:13][N:7]3[C:6]=2[CH:20]=1. The catalyst class is: 14. (4) Reactant: [CH2:1]=[C:2]1[CH2:5][CH2:4][CH2:3]1.Cl/[C:7](=[N:13]\[OH:14])/[C:8]([O:10][CH2:11][CH3:12])=[O:9].C(=O)(O)[O-].[Na+]. Product: [CH2:11]([O:10][C:8]([C:7]1[CH2:1][C:2]2([CH2:5][CH2:4][CH2:3]2)[O:14][N:13]=1)=[O:9])[CH3:12]. The catalyst class is: 13. (5) Reactant: [Br:1][C:2]1[CH:7]=[CH:6][CH:5]=[C:4](F)[N:3]=1.Cl.[O:10]1[CH2:15][CH2:14][CH:13]([CH2:16][NH2:17])[CH2:12][CH2:11]1.CCN(CC)CC. Product: [Br:1][C:2]1[N:3]=[C:4]([NH:17][CH2:16][CH:13]2[CH2:14][CH2:15][O:10][CH2:11][CH2:12]2)[CH:5]=[CH:6][CH:7]=1. The catalyst class is: 197. (6) Reactant: [O:1]1[C:5]2[CH:6]=[CH:7][CH:8]=[CH:9][C:4]=2[C:3]([N:10]2[CH2:15][CH2:14][N:13]([CH2:16][CH:17]([C:19]3[CH:20]=[C:21]4[C:25](=[CH:26][CH:27]=3)[C:24]([CH3:29])([CH3:28])[C:23](=[O:30])[C:22]4([CH3:32])[CH3:31])Cl)[CH2:12][CH2:11]2)=[N:2]1.C([SnH](CCCC)CCCC)CCC.CC(N=NC(C#N)(C)C)(C#N)C. Product: [O:1]1[C:5]2[CH:6]=[CH:7][CH:8]=[CH:9][C:4]=2[C:3]([N:10]2[CH2:15][CH2:14][N:13]([CH2:16][CH2:17][C:19]3[CH:20]=[C:21]4[C:25](=[CH:26][CH:27]=3)[C:24]([CH3:28])([CH3:29])[C:23](=[O:30])[C:22]4([CH3:32])[CH3:31])[CH2:12][CH2:11]2)=[N:2]1. The catalyst class is: 11. (7) Reactant: FC1C(O[C:9](=[O:15])[CH2:10][S:11][C:12](=[O:14])[CH3:13])=C(F)C(F)=C(F)C=1F.[NH2:20][C@H:21]([C:30]([OH:32])=[O:31])[CH2:22][C:23](=[O:29])[O:24][C:25]([CH3:28])([CH3:27])[CH3:26].C(N(CC)CC)C. Product: [C:25]([O:24][C:23](=[O:29])[CH2:22][CH:21]([NH:20][C:9](=[O:15])[CH2:10][S:11][C:12](=[O:14])[CH3:13])[C:30]([OH:32])=[O:31])([CH3:28])([CH3:26])[CH3:27]. The catalyst class is: 4. (8) Reactant: [C:1]([C:5]1[CH:6]=[C:7]([C:15]2[CH:16]=[C:17]([C:29](O)=[O:30])[N:18]([CH3:28])[C:19]=2[C:20]([CH:22]2[CH2:27][CH2:26][CH2:25][CH2:24][CH2:23]2)=[O:21])[CH:8]=[C:9]([C:11]2([CH3:14])[CH2:13][CH2:12]2)[CH:10]=1)([CH3:4])([CH3:3])[CH3:2].Cl.[NH2:33][C@H:34]1[CH2:37][C@H:36]([C:38]([OH:40])=[O:39])[CH2:35]1.CN(C(ON1N=NC2C=CC=NC1=2)=[N+](C)C)C.F[P-](F)(F)(F)(F)F.CCN(C(C)C)C(C)C. Product: [C:1]([C:5]1[CH:6]=[C:7]([C:15]2[CH:16]=[C:17]([C:29]([NH:33][C@H:34]3[CH2:37][C@H:36]([C:38]([OH:40])=[O:39])[CH2:35]3)=[O:30])[N:18]([CH3:28])[C:19]=2[C:20]([CH:22]2[CH2:23][CH2:24][CH2:25][CH2:26][CH2:27]2)=[O:21])[CH:8]=[C:9]([C:11]2([CH3:14])[CH2:13][CH2:12]2)[CH:10]=1)([CH3:2])([CH3:3])[CH3:4]. The catalyst class is: 18. (9) Reactant: [NH:1]1[CH2:6][CH2:5][NH:4][CH2:3][C:2]1=[O:7].[Cl:8][C:9]1[CH:10]=[C:11]([S:16](Cl)(=[O:18])=[O:17])[CH:12]=[CH:13][C:14]=1[Cl:15].C(N(C(C)C)CC)(C)C. Product: [Cl:8][C:9]1[CH:10]=[C:11]([S:16]([N:4]2[CH2:5][CH2:6][NH:1][C:2](=[O:7])[CH2:3]2)(=[O:17])=[O:18])[CH:12]=[CH:13][C:14]=1[Cl:15]. The catalyst class is: 4. (10) Reactant: [Cl:1][C:2]1[CH:8]=[CH:7][C:5]([NH2:6])=[CH:4][CH:3]=1.[C:9]([O:12][CH2:13][CH2:14]Br)(=[O:11])[CH3:10].C(=O)([O-])[O-].[K+].[K+]. Product: [CH2:13]([O:12][C:9](=[O:11])[CH2:10][NH:6][C:5]1[CH:7]=[CH:8][C:2]([Cl:1])=[CH:3][CH:4]=1)[CH3:14]. The catalyst class is: 10.